From a dataset of Forward reaction prediction with 1.9M reactions from USPTO patents (1976-2016). Predict the product of the given reaction. (1) The product is: [CH3:47][N:2]([CH3:1])[CH2:3][CH2:4][NH:5][C:6]([C@:8]12[CH2:43][CH2:42][C@@H:41]([CH:44]([CH3:45])[CH3:46])[C@@H:9]1[C@@H:10]1[C@@:23]([CH3:26])([CH2:24][CH2:25]2)[C@@:22]2([CH3:27])[C@@H:13]([C@:14]3([CH3:40])[C@@H:19]([CH2:20][CH2:21]2)[C:18]([CH3:29])([CH3:28])[C:17]([C:30]2[CH:31]=[CH:32][C:33]([C:34]([OH:36])=[O:35])=[CH:38][CH:39]=2)=[CH:16][CH2:15]3)[CH2:12][CH2:11]1)=[O:7]. Given the reactants [CH3:1][N:2]([CH3:47])[CH2:3][CH2:4][NH:5][C:6]([C@:8]12[CH2:43][CH2:42][C@@H:41]([CH:44]([CH3:46])[CH3:45])[C@@H:9]1[C@@H:10]1[C@@:23]([CH3:26])([CH2:24][CH2:25]2)[C@@:22]2([CH3:27])[C@@H:13]([C@:14]3([CH3:40])[C@@H:19]([CH2:20][CH2:21]2)[C:18]([CH3:29])([CH3:28])[C:17]([C:30]2[CH:39]=[CH:38][C:33]([C:34]([O:36]C)=[O:35])=[CH:32][CH:31]=2)=[CH:16][CH2:15]3)[CH2:12][CH2:11]1)=[O:7].[OH-].[Na+], predict the reaction product. (2) The product is: [CH2:22]([NH:23][C:13](=[O:15])[CH2:12][CH2:11][CH2:10][O:9][C:8]1[C:3]([CH:1]=[O:2])=[CH:4][CH:5]=[C:6]([O:17][CH2:18][CH2:19][CH3:20])[C:7]=1[CH3:16])[CH3:21]. Given the reactants [CH:1]([C:3]1[C:8]([O:9][CH2:10][CH2:11][CH2:12][C:13]([OH:15])=O)=[C:7]([CH3:16])[C:6]([O:17][CH2:18][CH2:19][CH3:20])=[CH:5][CH:4]=1)=[O:2].[CH3:21][CH2:22][N:23](C(C)C)C(C)C.CN(C(ON1N=NC2C=CC=NC1=2)=[N+](C)C)C.F[P-](F)(F)(F)(F)F.Cl.C(N)C, predict the reaction product. (3) Given the reactants CC1(C)C(C)(C)OB([C:9]2[CH2:14][CH2:13][N:12]([C:15]([O:17][C:18]([CH3:21])([CH3:20])[CH3:19])=[O:16])[CH2:11][CH:10]=2)O1.Br[C:24]1[CH:29]=[C:28]([O:30][CH3:31])[C:27]([Br:32])=[CH:26][N:25]=1.C([O-])([O-])=O.[K+].[K+].O1CCOCC1, predict the reaction product. The product is: [Br:32][C:27]1[C:28]([O:30][CH3:31])=[CH:29][C:24]([C:9]2[CH2:14][CH2:13][N:12]([C:15]([O:17][C:18]([CH3:19])([CH3:20])[CH3:21])=[O:16])[CH2:11][CH:10]=2)=[N:25][CH:26]=1. (4) Given the reactants [CH3:1][O:2][C:3](=[O:31])[C:4]1[CH:9]=[CH:8][C:7]([O:10][CH2:11][C:12]2[C:13]([C:25]3[CH:30]=[CH:29][CH:28]=[CH:27][CH:26]=3)=[N:14][O:15][C:16]=2/[CH:17]=C/C2C=CC=CC=2)=[N:6][CH:5]=1.I([O-])(=O)(=O)=[O:33].[Na+].C(OCC)(=O)C.O, predict the reaction product. The product is: [CH3:1][O:2][C:3](=[O:31])[C:4]1[CH:9]=[CH:8][C:7]([O:10][CH2:11][C:12]2[C:13]([C:25]3[CH:30]=[CH:29][CH:28]=[CH:27][CH:26]=3)=[N:14][O:15][C:16]=2[CH:17]=[O:33])=[N:6][CH:5]=1.